Dataset: Forward reaction prediction with 1.9M reactions from USPTO patents (1976-2016). Task: Predict the product of the given reaction. Given the reactants [CH:1]12[CH2:6][CH:5]1[CH2:4][N:3]([C:7]1[N:12]=[C:11]([NH:13][CH2:14][C:15]3[CH:20]=[CH:19][C:18]([O:21][CH3:22])=[C:17]([Cl:23])[CH:16]=3)[C:10]([C:24]([OH:26])=O)=[CH:9][N:8]=1)[CH2:2]2.CCN(C(C)C)C(C)C.CN(C(ON1N=NC2C=CC=NC1=2)=[N+](C)C)C.F[P-](F)(F)(F)(F)F.[CH:60]1([NH2:67])[CH2:66][CH2:65][CH2:64][CH2:63][CH2:62][CH2:61]1, predict the reaction product. The product is: [CH:1]12[CH2:6][CH:5]1[CH2:4][N:3]([C:7]1[N:12]=[C:11]([NH:13][CH2:14][C:15]3[CH:20]=[CH:19][C:18]([O:21][CH3:22])=[C:17]([Cl:23])[CH:16]=3)[C:10]([C:24]([NH:67][CH:60]3[CH2:66][CH2:65][CH2:64][CH2:63][CH2:62][CH2:61]3)=[O:26])=[CH:9][N:8]=1)[CH2:2]2.